Dataset: NCI-60 drug combinations with 297,098 pairs across 59 cell lines. Task: Regression. Given two drug SMILES strings and cell line genomic features, predict the synergy score measuring deviation from expected non-interaction effect. (1) Drug 1: CCCCCOC(=O)NC1=NC(=O)N(C=C1F)C2C(C(C(O2)C)O)O. Drug 2: CC1=C2C(C(=O)C3(C(CC4C(C3C(C(C2(C)C)(CC1OC(=O)C(C(C5=CC=CC=C5)NC(=O)C6=CC=CC=C6)O)O)OC(=O)C7=CC=CC=C7)(CO4)OC(=O)C)O)C)OC(=O)C. Cell line: SW-620. Synergy scores: CSS=39.0, Synergy_ZIP=0.555, Synergy_Bliss=0.199, Synergy_Loewe=-38.6, Synergy_HSA=0.127. (2) Drug 1: C1C(C(OC1N2C=NC3=C(N=C(N=C32)Cl)N)CO)O. Drug 2: N.N.Cl[Pt+2]Cl. Cell line: SNB-19. Synergy scores: CSS=31.8, Synergy_ZIP=-2.14, Synergy_Bliss=2.58, Synergy_Loewe=-0.553, Synergy_HSA=2.95. (3) Drug 1: C1CCN(CC1)CCOC2=CC=C(C=C2)C(=O)C3=C(SC4=C3C=CC(=C4)O)C5=CC=C(C=C5)O. Drug 2: C1=CC(=CC=C1C#N)C(C2=CC=C(C=C2)C#N)N3C=NC=N3. Cell line: OVCAR-4. Synergy scores: CSS=0.466, Synergy_ZIP=1.70, Synergy_Bliss=2.23, Synergy_Loewe=0.984, Synergy_HSA=-1.60. (4) Drug 1: C1=CC=C(C(=C1)C(C2=CC=C(C=C2)Cl)C(Cl)Cl)Cl. Drug 2: C#CCC(CC1=CN=C2C(=N1)C(=NC(=N2)N)N)C3=CC=C(C=C3)C(=O)NC(CCC(=O)O)C(=O)O. Cell line: SR. Synergy scores: CSS=21.0, Synergy_ZIP=0.889, Synergy_Bliss=1.56, Synergy_Loewe=0, Synergy_HSA=-1.04. (5) Drug 1: C1=CC(=CC=C1CCC2=CNC3=C2C(=O)NC(=N3)N)C(=O)NC(CCC(=O)O)C(=O)O. Drug 2: C1=C(C(=O)NC(=O)N1)N(CCCl)CCCl. Cell line: NCI-H460. Synergy scores: CSS=43.3, Synergy_ZIP=-2.66, Synergy_Bliss=-2.85, Synergy_Loewe=-1.87, Synergy_HSA=2.07. (6) Drug 1: CCC1(CC2CC(C3=C(CCN(C2)C1)C4=CC=CC=C4N3)(C5=C(C=C6C(=C5)C78CCN9C7C(C=CC9)(C(C(C8N6C)(C(=O)OC)O)OC(=O)C)CC)OC)C(=O)OC)O.OS(=O)(=O)O. Drug 2: CCC1=C2CN3C(=CC4=C(C3=O)COC(=O)C4(CC)O)C2=NC5=C1C=C(C=C5)O. Synergy scores: CSS=41.1, Synergy_ZIP=4.73, Synergy_Bliss=7.61, Synergy_Loewe=-28.1, Synergy_HSA=3.72. Cell line: SF-268. (7) Drug 1: CS(=O)(=O)OCCCCOS(=O)(=O)C. Drug 2: CC(C)NC(=O)C1=CC=C(C=C1)CNNC.Cl. Cell line: COLO 205. Synergy scores: CSS=22.0, Synergy_ZIP=-1.65, Synergy_Bliss=4.36, Synergy_Loewe=-1.00, Synergy_HSA=-1.29.